Dataset: NCI-60 drug combinations with 297,098 pairs across 59 cell lines. Task: Regression. Given two drug SMILES strings and cell line genomic features, predict the synergy score measuring deviation from expected non-interaction effect. (1) Drug 1: CCC1(CC2CC(C3=C(CCN(C2)C1)C4=CC=CC=C4N3)(C5=C(C=C6C(=C5)C78CCN9C7C(C=CC9)(C(C(C8N6C=O)(C(=O)OC)O)OC(=O)C)CC)OC)C(=O)OC)O.OS(=O)(=O)O. Drug 2: CC1=C(C=C(C=C1)C(=O)NC2=CC(=CC(=C2)C(F)(F)F)N3C=C(N=C3)C)NC4=NC=CC(=N4)C5=CN=CC=C5. Cell line: NCI-H226. Synergy scores: CSS=9.91, Synergy_ZIP=6.57, Synergy_Bliss=6.96, Synergy_Loewe=5.79, Synergy_HSA=5.58. (2) Drug 1: CC1=C(C(CCC1)(C)C)C=CC(=CC=CC(=CC(=O)O)C)C. Drug 2: C#CCC(CC1=CN=C2C(=N1)C(=NC(=N2)N)N)C3=CC=C(C=C3)C(=O)NC(CCC(=O)O)C(=O)O. Cell line: RPMI-8226. Synergy scores: CSS=54.3, Synergy_ZIP=0.689, Synergy_Bliss=-1.38, Synergy_Loewe=-0.652, Synergy_HSA=0.354. (3) Drug 1: CC12CCC3C(C1CCC2=O)CC(=C)C4=CC(=O)C=CC34C. Drug 2: C1C(C(OC1N2C=NC3=C2NC=NCC3O)CO)O. Cell line: K-562. Synergy scores: CSS=13.2, Synergy_ZIP=0.975, Synergy_Bliss=-0.142, Synergy_Loewe=-0.705, Synergy_HSA=-0.756. (4) Drug 1: CCC1=C2CN3C(=CC4=C(C3=O)COC(=O)C4(CC)O)C2=NC5=C1C=C(C=C5)O. Drug 2: C1CCC(C(C1)N)N.C(=O)(C(=O)[O-])[O-].[Pt+4]. Cell line: EKVX. Synergy scores: CSS=12.8, Synergy_ZIP=-3.57, Synergy_Bliss=-0.200, Synergy_Loewe=-11.9, Synergy_HSA=1.84. (5) Drug 1: C1=NC2=C(N=C(N=C2N1C3C(C(C(O3)CO)O)O)F)N. Drug 2: N.N.Cl[Pt+2]Cl. Cell line: UACC62. Synergy scores: CSS=31.9, Synergy_ZIP=-0.756, Synergy_Bliss=-2.77, Synergy_Loewe=-5.95, Synergy_HSA=-1.41. (6) Drug 1: C1=NC2=C(N=C(N=C2N1C3C(C(C(O3)CO)O)O)F)N. Drug 2: C1C(C(OC1N2C=NC(=NC2=O)N)CO)O. Cell line: OVCAR-4. Synergy scores: CSS=17.4, Synergy_ZIP=-5.78, Synergy_Bliss=-0.480, Synergy_Loewe=-11.6, Synergy_HSA=-1.02.